From a dataset of HIV replication inhibition screening data with 41,000+ compounds from the AIDS Antiviral Screen. Binary Classification. Given a drug SMILES string, predict its activity (active/inactive) in a high-throughput screening assay against a specified biological target. (1) The compound is Nc1nc2cc(CNc3ccc(C(=O)NC(CCC(=O)O)C(=O)O)cc3)ccc2nc1-c1ccccc1. The result is 0 (inactive). (2) The compound is CCOP(=O)(CC(C)P(=O)(OCC)OCC)OCC.CC[Sn](Cl)(Cl)CC. The result is 0 (inactive). (3) The drug is COc1cccc2c1[OH+][Co-2]1(O)[O+]=C(N)[N-][N+]1=C2. The result is 0 (inactive). (4) The compound is C[N+]1=Cc2ccccc2O[Cu-3]12Oc1ccccc1C=[N+]2C. The result is 0 (inactive).